This data is from Reaction yield outcomes from USPTO patents with 853,638 reactions. The task is: Predict the reaction yield, written as a fraction of the theoretical maximum amount of product (1.0 means a 100% yield; for example, 0.34 means a 34% yield). (1) The reactants are [CH:1]1([CH2:7][N:8]2[C:16]3[C:15]([O:17][CH3:18])=[N:14][C:13]([N:19]4[CH:23]=[C:22]([C:24]([O:26][CH2:27][CH3:28])=[O:25])[CH:21]=[N:20]4)=[N:12][C:11]=3[C:10]([CH:29]=[CH2:30])=[N:9]2)[CH2:6][CH2:5][CH2:4][CH2:3][CH2:2]1. The catalyst is CO.[Pd]. The product is [CH:1]1([CH2:7][N:8]2[C:16]3[C:15]([O:17][CH3:18])=[N:14][C:13]([N:19]4[CH:23]=[C:22]([C:24]([O:26][CH2:27][CH3:28])=[O:25])[CH:21]=[N:20]4)=[N:12][C:11]=3[C:10]([CH2:29][CH3:30])=[N:9]2)[CH2:6][CH2:5][CH2:4][CH2:3][CH2:2]1. The yield is 0.800. (2) The reactants are [CH:1](=O)[C:2]([CH3:5])([CH3:4])[CH3:3].[CH3:7][C:8]([S:11]([NH2:13])=[O:12])([CH3:10])[CH3:9]. The catalyst is ClCCl.[O-]CC.[Ti+4].[O-]CC.[O-]CC.[O-]CC. The product is [CH3:3][C:2]([CH3:5])([CH3:4])/[CH:1]=[N:13]/[S:11]([C:8]([CH3:10])([CH3:9])[CH3:7])=[O:12]. The yield is 0.820. (3) The reactants are C(P(C(C)(C)C)C(C)(C)C)(C)(C)C.[CH:14]1[CH:19]=[C:18]([C:20]2[CH:25]=[CH:24][CH:23]=[C:22]([C:26]3[N:31]=[CH:30][CH:29]=[CH:28][CH:27]=3)[N:21]=2)[N:17]=[CH:16][CH:15]=1.C#C.C([Sn](CCCC)CCCC)CCC. The catalyst is C1(C)C=CC=CC=1.C1C=CC(/C=C/C(/C=C/C2C=CC=CC=2)=O)=CC=1.C1C=CC(/C=C/C(/C=C/C2C=CC=CC=2)=O)=CC=1.C1C=CC(/C=C/C(/C=C/C2C=CC=CC=2)=O)=CC=1.[Pd].[Pd]. The product is [CH:28]1[CH:27]=[C:26]([C:22]2[CH:23]=[CH:24][CH:25]=[C:20]([C:18]3[N:17]=[CH:16][CH:15]=[CH:14][CH:19]=3)[N:21]=2)[N:31]=[CH:30][CH:29]=1. The yield is 0.840. (4) The reactants are [C:1]1([C:10]2[C:5](=[CH:6][CH:7]=[CH:8][CH:9]=2)[CH2:4][O:3]1)=[O:2].[Li+:11].C[Si]([N-][Si](C)(C)C)(C)C.C1[CH2:25][O:24]CC1.C1C[O:29]CC1. No catalyst specified. The product is [O:2]=[C:1]1[C:10]2[CH:9]=[CH:8][CH:7]=[CH:6][C:5]=2[CH:4]([C:25]([O-:24])=[O:29])[O:3]1.[Li+:11]. The yield is 1.00. (5) The reactants are [CH3:1][CH:2]([CH2:6][CH3:7])[C:3](Cl)=[O:4].[NH2:8][C:9]1[CH:14]=[CH:13][C:12]([N:15]2[C:28](=[O:29])[C:18]3=[CH:19][NH:20][C:21]4[C:22]([F:27])=[CH:23][CH:24]=[CH:25][C:26]=4[C:17]3=[N:16]2)=[CH:11][CH:10]=1.C(N(CC)CC)C. The catalyst is CN(C)C1C=CN=CC=1.ClCCl. The product is [F:27][C:22]1[C:21]2[NH:20][CH:19]=[C:18]3[C:28](=[O:29])[N:15]([C:12]4[CH:13]=[CH:14][C:9]([NH:8][C:3](=[O:4])[CH:2]([CH3:1])[CH2:6][CH3:7])=[CH:10][CH:11]=4)[N:16]=[C:17]3[C:26]=2[CH:25]=[CH:24][CH:23]=1. The yield is 0.260. (6) The reactants are [N+:1]([C:4]1[CH:5]=[C:6]([CH3:11])[C:7]([CH3:10])=[CH:8][CH:9]=1)([O-:3])=[O:2].C1C(=O)N(Br)C(=O)C1.C(OOC(=O)C1C=CC=CC=1)(=O)C1C=CC=CC=1.C([O-])([O-])=O.[Na+].[Na+].[CH2:44]([NH2:51])[C:45]1[CH:50]=[CH:49][CH:48]=[CH:47][CH:46]=1. The catalyst is CC(C)=O.O.C(Cl)(Cl)(Cl)Cl. The product is [CH2:44]([N:51]1[CH2:11][C:6]2[C:7](=[CH:8][CH:9]=[C:4]([N+:1]([O-:3])=[O:2])[CH:5]=2)[CH2:10]1)[C:45]1[CH:50]=[CH:49][CH:48]=[CH:47][CH:46]=1. The yield is 0.330. (7) The reactants are [Cl:1][C:2]1[C:10]2[N:9]=[C:8]3[N:11]([C:16]4[N:21]=[CH:20][C:19](C#N)=[CH:18][C:17]=4[CH3:24])[CH2:12][CH2:13][CH2:14][CH2:15][N:7]3[C:6]=2[C:5]([CH:25]([CH2:28][CH3:29])[CH2:26][CH3:27])=[CH:4][CH:3]=1.[CH3:30][Li].Cl.[C:33](=[O:36])(O)[O-].[Na+]. The catalyst is O1CCCC1. The product is [Cl:1][C:2]1[C:10]2[N:9]=[C:8]3[N:11]([C:16]4[N:21]=[CH:20][C:19]([C:33](=[O:36])[CH3:30])=[CH:18][C:17]=4[CH3:24])[CH2:12][CH2:13][CH2:14][CH2:15][N:7]3[C:6]=2[C:5]([CH:25]([CH2:26][CH3:27])[CH2:28][CH3:29])=[CH:4][CH:3]=1. The yield is 0.670. (8) The reactants are [O:1]1[CH2:6][CH2:5][CH:4]([C:7]([C:9]2[S:13][C:12]([NH2:14])=[N:11][C:10]=2[C:15]2[O:16][CH:17]=[CH:18][CH:19]=2)=[O:8])[CH2:3][CH2:2]1.[F:20][C:21]1[CH:29]=[CH:28][C:24]([C:25](O)=[O:26])=[CH:23][CH:22]=1.CCN=C=NCCCN(C)C.Cl.O.ON1C2C=CC=CC=2N=N1.C(=O)([O-])O.[Na+]. The catalyst is CN(C=O)C.O. The product is [F:20][C:21]1[CH:29]=[CH:28][C:24]([C:25]([NH:14][C:12]2[S:13][C:9]([C:7]([CH:4]3[CH2:5][CH2:6][O:1][CH2:2][CH2:3]3)=[O:8])=[C:10]([C:15]3[O:16][CH:17]=[CH:18][CH:19]=3)[N:11]=2)=[O:26])=[CH:23][CH:22]=1. The yield is 0.230.